Dataset: Peptide-MHC class I binding affinity with 185,985 pairs from IEDB/IMGT. Task: Regression. Given a peptide amino acid sequence and an MHC pseudo amino acid sequence, predict their binding affinity value. This is MHC class I binding data. The peptide sequence is CQLAKTCPV. The MHC is HLA-A68:02 with pseudo-sequence HLA-A68:02. The binding affinity (normalized) is 0.149.